From a dataset of Reaction yield outcomes from USPTO patents with 853,638 reactions. Predict the reaction yield, written as a fraction of the theoretical maximum amount of product (1.0 means a 100% yield; for example, 0.34 means a 34% yield). (1) The yield is 0.730. The reactants are [C:1]1([C:7]2[C:8]3[CH2:16][CH2:15][NH:14][CH2:13][C:9]=3[N:10]=[CH:11][N:12]=2)[CH:6]=[CH:5][CH:4]=[CH:3][CH:2]=1.[Cl:17][C:18]1[C:26]([C:27]([F:30])([F:29])[F:28])=[CH:25][CH:24]=[CH:23][C:19]=1[C:20](O)=[O:21].CCN=C=NCCCN(C)C.C1C=CC2N(O)N=NC=2C=1. The product is [Cl:17][C:18]1[C:26]([C:27]([F:29])([F:30])[F:28])=[CH:25][CH:24]=[CH:23][C:19]=1[C:20]([N:14]1[CH2:15][CH2:16][C:8]2[C:7]([C:1]3[CH:2]=[CH:3][CH:4]=[CH:5][CH:6]=3)=[N:12][CH:11]=[N:10][C:9]=2[CH2:13]1)=[O:21]. The catalyst is C(Cl)Cl.CCOC(C)=O. (2) The reactants are [CH3:1][O:2][C:3]1[CH:28]=[CH:27][C:6]([CH2:7][N:8]2[C:12]3=[N:13][CH:14]=[CH:15][C:16]([O:17][C:18]4[CH:23]=[CH:22][C:21]([NH2:24])=[CH:20][C:19]=4[F:25])=[C:11]3[C:10](I)=[N:9]2)=[CH:5][CH:4]=1.C([O-])([O-])=O.[Cs+].[Cs+].[N:35]1([C:41]([C:43]2[CH:48]=[CH:47][C:46](B(O)O)=[CH:45][CH:44]=2)=[O:42])[CH2:40][CH2:39][O:38][CH2:37][CH2:36]1. The catalyst is COCCOC.C1C=CC([P]([Pd]([P](C2C=CC=CC=2)(C2C=CC=CC=2)C2C=CC=CC=2)([P](C2C=CC=CC=2)(C2C=CC=CC=2)C2C=CC=CC=2)[P](C2C=CC=CC=2)(C2C=CC=CC=2)C2C=CC=CC=2)(C2C=CC=CC=2)C2C=CC=CC=2)=CC=1. The product is [NH2:24][C:21]1[CH:22]=[CH:23][C:18]([O:17][C:16]2[CH:15]=[CH:14][N:13]=[C:12]3[N:8]([CH2:7][C:6]4[CH:27]=[CH:28][C:3]([O:2][CH3:1])=[CH:4][CH:5]=4)[N:9]=[C:10]([C:46]4[CH:45]=[CH:44][C:43]([C:41]([N:35]5[CH2:40][CH2:39][O:38][CH2:37][CH2:36]5)=[O:42])=[CH:48][CH:47]=4)[C:11]=23)=[C:19]([F:25])[CH:20]=1. The yield is 0.120.